From a dataset of Catalyst prediction with 721,799 reactions and 888 catalyst types from USPTO. Predict which catalyst facilitates the given reaction. (1) The catalyst class is: 338. Reactant: [CH:1]1([C:4]2[CH:5]=[C:6]([C:16]3[O:20][CH:19]=[N:18][CH:17]=3)[C:7]3[N:8]([C:10]([C:13](O)=[O:14])=[CH:11][N:12]=3)[CH:9]=2)[CH2:3][CH2:2]1.CN(C(ON1N=NC2C=CC=NC1=2)=[N+](C)C)C.F[P-](F)(F)(F)(F)F.Cl.[CH:46]12[NH:53][CH:50]([CH2:51][CH2:52]1)[CH2:49][O:48][CH2:47]2.C(=O)(O)[O-].[Na+]. Product: [CH:1]1([C:4]2[CH:5]=[C:6]([C:16]3[O:20][CH:19]=[N:18][CH:17]=3)[C:7]3[N:8]([C:10]([C:13]([N:53]4[CH:46]5[CH2:52][CH2:51][CH:50]4[CH2:49][O:48][CH2:47]5)=[O:14])=[CH:11][N:12]=3)[CH:9]=2)[CH2:3][CH2:2]1. (2) Reactant: [Br:1][C:2]1[CH:10]=[CH:9][CH:8]=[C:7]2[C:3]=1[C:4](F)([F:12])[C:5](=O)[NH:6]2. Product: [Br:1][C:2]1[CH:10]=[CH:9][CH:8]=[C:7]2[C:3]=1[C:4]([F:12])=[CH:5][NH:6]2. The catalyst class is: 7.